Dataset: Forward reaction prediction with 1.9M reactions from USPTO patents (1976-2016). Task: Predict the product of the given reaction. (1) The product is: [CH3:1][O:2][C:3]1[CH:4]=[CH:5][C:6]([C@H:9]2[O:13][C:12]([CH3:15])([CH3:14])[O:11][C@@H:10]2[C:16]([OH:18])=[O:17])=[CH:7][CH:8]=1. Given the reactants [CH3:1][O:2][C:3]1[CH:8]=[CH:7][C:6]([CH:9]2[O:13][C:12]([CH3:15])([CH3:14])[O:11][CH:10]2[C:16]([O:18]C)=[O:17])=[CH:5][CH:4]=1.Cl, predict the reaction product. (2) Given the reactants [Cl:1][C:2]1[CH:7]=[CH:6][C:5]([CH2:8][C:9]([C:11]2[CH:16]=[CH:15][CH:14]=[CH:13][CH:12]=2)=O)=[CH:4][CH:3]=1.[CH2:17]([O:19][C:20]1[CH:21]=[C:22]([CH:25]=[C:26]([N+:29]([O-:31])=[O:30])[C:27]=1[OH:28])[CH:23]=O)[CH3:18].[NH2:32][C:33]([NH2:35])=[O:34].Cl, predict the reaction product. The product is: [Cl:1][C:2]1[CH:7]=[CH:6][C:5]([C:8]2[CH:23]([C:22]3[CH:25]=[C:26]([N+:29]([O-:31])=[O:30])[C:27]([OH:28])=[C:20]([O:19][CH2:17][CH3:18])[CH:21]=3)[NH:32][C:33](=[O:34])[NH:35][C:9]=2[C:11]2[CH:16]=[CH:15][CH:14]=[CH:13][CH:12]=2)=[CH:4][CH:3]=1. (3) Given the reactants Br[C:2]1[N:7]=[C:6]([C@@:8]23[O:23][CH2:22][O:21][C@@H:9]2[CH2:10][N:11]([C:14]([O:16][C:17]([CH3:20])([CH3:19])[CH3:18])=[O:15])[CH2:12][CH2:13]3)[CH:5]=[CH:4][CH:3]=1.C[Al](C)C.O, predict the reaction product. The product is: [N:7]1[CH:2]=[CH:3][CH:4]=[CH:5][C:6]=1[C@@:8]12[O:23][CH2:22][O:21][C@@H:9]1[CH2:10][N:11]([C:14]([O:16][C:17]([CH3:18])([CH3:19])[CH3:20])=[O:15])[CH2:12][CH2:13]2. (4) Given the reactants [CH3:1][O:2][C:3]1[CH:8]=[CH:7][CH:6]=[C:5]([O:9][CH3:10])[C:4]=1[CH:11]1[NH:16][C:15](=[O:17])[CH2:14][CH2:13][CH2:12]1.Br[CH2:19][C:20]1[CH:25]=[CH:24][C:23]([N:26]2[CH:30]=[CH:29][CH:28]=[CH:27]2)=[CH:22][CH:21]=1, predict the reaction product. The product is: [N:26]1([C:23]2[CH:24]=[CH:25][C:20]([CH2:19][N:16]3[CH:11]([C:4]4[C:5]([O:9][CH3:10])=[CH:6][CH:7]=[CH:8][C:3]=4[O:2][CH3:1])[CH2:12][CH2:13][CH2:14][C:15]3=[O:17])=[CH:21][CH:22]=2)[CH:27]=[CH:28][CH:29]=[CH:30]1. (5) The product is: [CH3:1][O:2][C:3](=[O:18])[CH:4]([C:11]1[CH:16]=[CH:15][C:14]([C:23]#[C:22][CH2:21][CH:20]([OH:24])[CH3:19])=[CH:13][CH:12]=1)[CH2:5][CH:6]1[CH2:10][CH2:9][CH2:8][CH2:7]1. Given the reactants [CH3:1][O:2][C:3](=[O:18])[CH:4]([C:11]1[CH:16]=[CH:15][C:14](I)=[CH:13][CH:12]=1)[CH2:5][CH:6]1[CH2:10][CH2:9][CH2:8][CH2:7]1.[CH3:19][CH:20]([OH:24])[CH2:21][C:22]#[CH:23], predict the reaction product. (6) Given the reactants [NH2:1][C:2]1[C:11]([C:12]#[CH:13])=[CH:10][C:5]([C:6]([O:8][CH3:9])=[O:7])=[C:4]([Cl:14])[C:3]=1[I:15], predict the reaction product. The product is: [NH2:1][C:2]1[C:11]([CH2:12][CH3:13])=[CH:10][C:5]([C:6]([O:8][CH3:9])=[O:7])=[C:4]([Cl:14])[C:3]=1[I:15]. (7) Given the reactants [F:1][C:2]1[CH:3]=[C:4]([CH:9]=[CH:10][C:11]=1[S:12][CH3:13])[C:5]([NH:7][OH:8])=[NH:6].[C:14]([O:18][C:19]([N:21]1[CH2:26][CH2:25][CH:24]([O:27][CH:28]([C:30](O)=O)[CH3:29])[CH2:23][CH2:22]1)=[O:20])([CH3:17])([CH3:16])[CH3:15], predict the reaction product. The product is: [C:14]([O:18][C:19]([N:21]1[CH2:22][CH2:23][CH:24]([O:27][CH:28]([C:30]2[O:8][N:7]=[C:5]([C:4]3[CH:9]=[CH:10][C:11]([S:12][CH3:13])=[C:2]([F:1])[CH:3]=3)[N:6]=2)[CH3:29])[CH2:25][CH2:26]1)=[O:20])([CH3:17])([CH3:16])[CH3:15]. (8) The product is: [CH3:15][O:13][C:12]([CH:8]1[C:9]2[C:4](=[CH:3][C:2]([OH:1])=[CH:11][CH:10]=2)[CH2:5][CH2:6][NH:7]1)=[O:14]. Given the reactants [OH:1][C:2]1[CH:3]=[C:4]2[C:9](=[CH:10][CH:11]=1)[CH:8]([C:12]([OH:14])=[O:13])[NH:7][CH2:6][CH2:5]2.[C:15](Cl)(=O)C, predict the reaction product.